Dataset: Experimentally validated miRNA-target interactions with 360,000+ pairs, plus equal number of negative samples. Task: Binary Classification. Given a miRNA mature sequence and a target amino acid sequence, predict their likelihood of interaction. (1) The miRNA is hsa-miR-7843-3p with sequence AUGAAGCCUUCUCUGCCUUACG. The protein sequence of the target gene is MAAVVEVEVGGGAAGERELDEVDMSDLSPEEQWRVEHARMHAKHRGHEAMHAEMVLILIATLVVAQLLLVQWKQRHPRSYNMVTLFQMWVVPLYFTVKLHWWRFLVIWILFSAVTAFVTFRATRKPLVQTTPRLVYKWFLLIYKISYATGIVGYMAVMFTLFGLNLLFKIKPEDAMDFGISLLFYGLYYGVLERDFAEMCADYMASTIGFYSESGMPTKHLSDSVCAVCGQQIFVDVSEEGIIENTYRLSCNHVFHEFCIRGWCIVGKKQTCPYCKEKVDLKRMFSNPWERPHVMYGQLL.... Result: 0 (no interaction). (2) The miRNA is rno-miR-21-3p with sequence CAACAGCAGUCGAUGGGCUGUC. The protein sequence of the target gene is MASTTAGRRWPPRRRSSRRGPTPRSRAPGAKLSAPEAGPPRRGPLPRGGAGRDTLLGAKATPSSPAARRYVTALGPPQPRGSTDSACAALPQPVPHEPREAAFRLAPASERGASVSPARIPRRRRRVPAMWDPRAARTPPRELAMLLCNKSNAFYNLGKWNEAFLAAKECLQWDPTYVKGYYRAGYSLLHLLQPYEAARMFFEGLRLLQRSPDQLQVPDFLVGIFTTMSSDSIVLQSFLPCFDHIFTTGFSTEVWQYVIQKLAKKGLWHSFLLLSAKKDRLPSNIHVSELSLQSLFEKYV.... Result: 0 (no interaction). (3) The miRNA is hsa-miR-3201 with sequence GGGAUAUGAAGAAAAAU. The protein sequence of the target gene is MARPDPSAPPSLLLLLLAQLVGRAAAASKAPVCQEITVPMCRGIGYNLTHMPNQFNHDTQDEAGLEVHQFWPLVEIHCSPDLRFFLCSMYTPICLPDYHKPLPPCRSVCERAKAGCSPLMRQYGFAWPERMSCDRLPVLGGDAEVLCMDYNRSEATTASPKSFPAKPTLPGPPGAPSSGGECPSGGPSVCTCREPFVPILKESHPLYNKVRTGQVPNCAVPCYQPSFSPDERTFATFWIGLWSVLCFISTSTTVATFLIDMERFRYPERPIIFLSACYLCVSLGFLVRLVVGHASVACSR.... Result: 0 (no interaction). (4) Result: 1 (interaction). The miRNA is hsa-miR-371a-3p with sequence AAGUGCCGCCAUCUUUUGAGUGU. The protein sequence of the target gene is MATLLLLLGVLVVSPDALGSTTAVQTPTSGEPLVSTSEPLSSKMYTTSITSDPKADSTGDQTSALPPSTSINEGSPLWTSIGASTGSPLPEPTTYQEVSIKMSSVPQETPHATSHPAVPITANSLGSHTVTGGTITTNSPETSSRTSGAPVTTAASSLETSRGTSGPPLTMATVSLETSKGTSGPPVTMATDSLETSTGTTGPPVTMTTGSLEPSSGASGPQVSSVKLSTMMSPTTSTNASTVPFRNPDENSRGMLPVAVLVALLAVIVLVALLLLWRRRQKRRTGALVLSRGGKRNGVV.... (5) The miRNA is hsa-miR-6874-3p with sequence CAGUUCUGCUGUUCUGACUCUAG. The protein sequence of the target gene is MGTEKKEGLPKEETSEDSKPHGQTVEKLAQEVCHGHEFGEASEEDMSEGHLRESSKEIIEKRYPQERHFASGLLIFKKSSSGEKTSENPRGFNPNPSVLCHGGAERASACAASGHNCLGSIELTKAQGPPVGEKPHTCKECGKAFNQNSHLIQHMRVHSGEKPFECKECGKTFGTNSSLRRHQRIHAGEKPFACTECGKAFIQSSHLIHHHRIHTGERPYKCEECGKAFSQNSALILHQRIHTGEKPYECNECGKTFRVSSQLIQHQRIHTEERYHECSECGKAFKHSSGLIRHQKIHTG.... Result: 0 (no interaction). (6) The miRNA is hsa-miR-186-5p with sequence CAAAGAAUUCUCCUUUUGGGCU. The protein sequence of the target gene is MAATALLEAGLARVLFYPTLLYTLFRGKVPGRAHRDWYHRIDPTVLLGALPLRSLTRQLVQDENVRGVITMNEEYETRFLCNSSQEWKRLGVEQLRLSTVDMTGIPTLDNLQKGVQFALKYQSLGQCVYVHCKAGRSRSATMVAAYLIQVHKWSPEEAVRAIAKIRSYIHIRPGQLDVLKEFHKQITARATKDGTFVISKT. Result: 1 (interaction).